From a dataset of Full USPTO retrosynthesis dataset with 1.9M reactions from patents (1976-2016). Predict the reactants needed to synthesize the given product. (1) Given the product [F:1][C:2]1[CH:3]=[CH:4][C:5]([N:8]2[CH2:13][CH2:12][N:11]([CH2:15][C:16]3[CH:17]=[CH:18][C:19]([CH:22]([NH:25][C:26](=[O:28])[CH3:27])[CH2:23][CH3:24])=[CH:20][CH:21]=3)[CH2:10][CH2:9]2)=[CH:6][CH:7]=1, predict the reactants needed to synthesize it. The reactants are: [F:1][C:2]1[CH:7]=[CH:6][C:5]([N:8]2[CH2:13][CH2:12][NH:11][CH2:10][CH2:9]2)=[CH:4][CH:3]=1.Cl[CH2:15][C:16]1[CH:21]=[CH:20][C:19]([CH:22]([NH:25][C:26](=[O:28])[CH3:27])[CH2:23][CH3:24])=[CH:18][CH:17]=1. (2) Given the product [NH2:52][C:9]1[C:8]2[N:30]=[C:5]([CH2:4][CH2:3][O:2][CH3:1])[N:6]([CH2:31][CH2:32][CH2:33][N:34]3[CH2:38][CH2:37][CH2:36][C:35]3=[O:39])[C:7]=2[C:16]2[CH:15]=[C:14]([CH2:17][CH2:18][N:19]3[C:20](=[O:29])[C:21]4[C:26](=[CH:25][CH:24]=[CH:23][CH:22]=4)[C:27]3=[O:28])[CH:13]=[CH:12][C:11]=2[N:10]=1, predict the reactants needed to synthesize it. The reactants are: [CH3:1][O:2][CH2:3][CH2:4][C:5]1[N:6]([CH2:31][CH2:32][CH2:33][N:34]2[CH2:38][CH2:37][CH2:36][C:35]2=[O:39])[C:7]2[C:16]3[CH:15]=[C:14]([CH2:17][CH2:18][N:19]4[C:27](=[O:28])[C:26]5[C:21](=[CH:22][CH:23]=[CH:24][CH:25]=5)[C:20]4=[O:29])[CH:13]=[CH:12][C:11]=3[N:10]=[CH:9][C:8]=2[N:30]=1.ClC1C=C(C=CC=1)C(OO)=O.[OH-].[NH4+:52].C1(C)C=CC(S(Cl)(=O)=O)=CC=1. (3) The reactants are: [C:1]([C:4]1[CH:5]=[C:6]([CH:19]=[CH:20][CH:21]=1)[CH2:7][C:8]1[C:9](=[O:18])[NH:10][C:11]([CH2:15][CH2:16][CH3:17])=[N:12][C:13]=1[CH3:14])(=[O:3])[CH3:2].Br[CH2:23][C:24]1[CH:29]=[CH:28][C:27]([C:30]2[CH:35]=[CH:34][CH:33]=[CH:32][C:31]=2[C:36]2[N:40]=[C:39](C(Cl)(Cl)Cl)[O:38][N:37]=2)=[CH:26][CH:25]=1.C(=O)([O-])[O-:46].[K+].[K+]. Given the product [C:1]([C:4]1[CH:5]=[C:6]([CH:19]=[CH:20][CH:21]=1)[CH2:7][C:8]1[C:9](=[O:18])[N:10]([CH2:23][C:24]2[CH:29]=[CH:28][C:27]([C:30]3[CH:35]=[CH:34][CH:33]=[CH:32][C:31]=3[C:36]3[NH:40][C:39](=[O:46])[O:38][N:37]=3)=[CH:26][CH:25]=2)[C:11]([CH2:15][CH2:16][CH3:17])=[N:12][C:13]=1[CH3:14])(=[O:3])[CH3:2], predict the reactants needed to synthesize it. (4) Given the product [NH2:20][C:21]1[N:22]=[CH:23][C:24]([C:9]2[CH:14]=[CH:13][N:12]=[C:11]([NH:15][C:16](=[O:18])[CH3:17])[CH:10]=2)=[CH:25][C:26]=1[S:27](=[O:29])(=[O:28])[N:30]([CH3:31])[CH3:32], predict the reactants needed to synthesize it. The reactants are: CC1(C)C(C)(C)OB([C:9]2[CH:14]=[CH:13][N:12]=[C:11]([NH:15][C:16](=[O:18])[CH3:17])[CH:10]=2)O1.[NH2:20][C:21]1[C:26]([S:27]([N:30]([CH3:32])[CH3:31])(=[O:29])=[O:28])=[CH:25][C:24](Br)=[CH:23][N:22]=1.C(=O)([O-])[O-].[K+].[K+].O1CCOCC1. (5) Given the product [Cl:21][C:22]1[CH:27]=[CH:26][C:25]([CH:28]([C:30]2[CH:31]=[CH:32][CH:33]=[CH:34][CH:35]=2)[NH:29][C:17](=[O:19])[CH2:16][N:13]2[CH2:12][CH2:11][CH:10]([NH:9][CH2:8][C:7]3[C:2]([CH3:1])=[N:3][CH:4]=[CH:5][CH:6]=3)[CH2:15][CH2:14]2)=[C:24]([CH3:36])[CH:23]=1, predict the reactants needed to synthesize it. The reactants are: [CH3:1][C:2]1[C:7]([CH2:8][NH:9][CH:10]2[CH2:15][CH2:14][N:13]([CH2:16][C:17]([OH:19])=O)[CH2:12][CH2:11]2)=[CH:6][CH:5]=[CH:4][N:3]=1.Cl.[Cl:21][C:22]1[CH:27]=[CH:26][C:25]([CH:28]([C:30]2[CH:35]=[CH:34][CH:33]=[CH:32][CH:31]=2)[NH2:29])=[C:24]([CH3:36])[CH:23]=1.C(Cl)CCl.C1C=CC2N(O)N=NC=2C=1.CCN(C(C)C)C(C)C. (6) Given the product [NH2:14][CH:12]([C:10]1[N:11]=[C:6]2[CH:5]=[CH:4][CH:3]=[C:2]([CH3:1])[N:7]2[C:8](=[O:31])[C:9]=1[C:25]1[CH:30]=[CH:29][CH:28]=[CH:27][N:26]=1)[CH3:13], predict the reactants needed to synthesize it. The reactants are: [CH3:1][C:2]1[N:7]2[C:8](=[O:31])[C:9]([C:25]3[CH:30]=[CH:29][CH:28]=[CH:27][N:26]=3)=[C:10]([CH:12]([N:14]3C(=O)C4C(=CC=CC=4)C3=O)[CH3:13])[N:11]=[C:6]2[CH:5]=[CH:4][CH:3]=1.O.NN. (7) Given the product [C:14]([C:13]1[CH:12]=[C:11]([NH:10][C:7]([C:3]2[C:2]([CH3:1])=[N:6][O:5][N:4]=2)=[O:9])[CH:18]=[CH:17][CH:16]=1)#[N:15], predict the reactants needed to synthesize it. The reactants are: [CH3:1][C:2]1[C:3]([C:7]([OH:9])=O)=[N:4][O:5][N:6]=1.[NH2:10][C:11]1[CH:12]=[C:13]([CH:16]=[CH:17][CH:18]=1)[C:14]#[N:15].C(N(CC)C(C)C)(C)C. (8) Given the product [CH:3]1[C:26]2[C:27](=[CH:28][CH:23]=[CH:24][CH:25]=2)[CH:10]=[C:1]([C:11]([OH:13])=[O:12])[N:2]=1, predict the reactants needed to synthesize it. The reactants are: [C:1]1([C:11]([OH:13])=[O:12])[C:10]2C(=CC=CC=2)C=[CH:3][N:2]=1.C(N(CC)C(C)C)(C)C.[CH:23]1[CH:24]=[CH:25][C:26]2N(O)N=N[C:27]=2[CH:28]=1.C(Cl)CCl.N1C2C=CC=CC=2N=C1CN(C1C2N=CC=CC=2CCC1)CCCN. (9) Given the product [OH:2][N:1]=[C:12]([NH2:13])[C:11]1[CH:14]=[CH:15][CH:16]=[CH:17][C:10]=1[OH:9], predict the reactants needed to synthesize it. The reactants are: [NH2:1][OH:2].Cl.C([O-])(O)=O.[Na+].[OH:9][C:10]1[CH:17]=[CH:16][CH:15]=[CH:14][C:11]=1[C:12]#[N:13].